This data is from Reaction yield outcomes from USPTO patents with 853,638 reactions. The task is: Predict the reaction yield, written as a fraction of the theoretical maximum amount of product (1.0 means a 100% yield; for example, 0.34 means a 34% yield). (1) The reactants are [CH2:1]([O:3][C:4](=[O:29])[CH2:5][C:6]1[N:7]=[C:8]([NH:11][C:12]([NH:14][C:15]2[CH:20]=[CH:19][C:18]([CH3:21])=[CH:17][C:16]=2[C:22]([CH:24]2[CH2:28][CH2:27][CH2:26][CH2:25]2)=[O:23])=[O:13])[S:9][CH:10]=1)[CH3:2].[Br:30]N1C(=O)CCC1=O. The catalyst is C(#N)C.C(Cl)Cl. The product is [CH2:1]([O:3][C:4](=[O:29])[CH:5]([Br:30])[C:6]1[N:7]=[C:8]([NH:11][C:12]([NH:14][C:15]2[CH:20]=[CH:19][C:18]([CH3:21])=[CH:17][C:16]=2[C:22]([CH:24]2[CH2:28][CH2:27][CH2:26][CH2:25]2)=[O:23])=[O:13])[S:9][CH:10]=1)[CH3:2]. The yield is 0.170. (2) The reactants are [CH:1]12[CH2:8][CH2:7][CH:4]([CH2:5][CH2:6]1)[C:3](=[O:9])[NH:2]2.Cl.Br[C:12]1[CH:17]=[CH:16][N:15]=[CH:14][CH:13]=1.C([O-])([O-])=O.[Cs+].[Cs+].CC1(C)C2C(=C(P(C3C=CC=CC=3)C3C=CC=CC=3)C=CC=2)OC2C(P(C3C=CC=CC=3)C3C=CC=CC=3)=CC=CC1=2. The catalyst is C1C=CC([P]([Pd]([P](C2C=CC=CC=2)(C2C=CC=CC=2)C2C=CC=CC=2)([P](C2C=CC=CC=2)(C2C=CC=CC=2)C2C=CC=CC=2)[P](C2C=CC=CC=2)(C2C=CC=CC=2)C2C=CC=CC=2)(C2C=CC=CC=2)C2C=CC=CC=2)=CC=1. The product is [N:15]1[CH:16]=[CH:17][C:12]([N:2]2[C:3](=[O:9])[CH:4]3[CH2:7][CH2:8][CH:1]2[CH2:6][CH2:5]3)=[CH:13][CH:14]=1. The yield is 0.619. (3) The catalyst is O. The yield is 0.310. The reactants are [NH:1]1[C:5]2[CH:6]=[CH:7][C:8]([C:10]([OH:12])=O)=[CH:9][C:4]=2[N:3]=[CH:2]1.[CH2:13]1[C@@H:22]2[C@H:17]([CH2:18][CH2:19][C:20]3[CH:26]=[CH:25][CH:24]=[CH:23][C:21]=32)[NH:16][CH2:15][CH2:14]1.C(Cl)Cl.CO. The product is [NH:1]1[C:5]2[CH:6]=[CH:7][C:8]([C:10]([N:16]3[C@@H:17]4[C@H:22]([C:21]5[CH:23]=[CH:24][CH:25]=[CH:26][C:20]=5[CH2:19][CH2:18]4)[CH2:13][CH2:14][CH2:15]3)=[O:12])=[CH:9][C:4]=2[N:3]=[CH:2]1.